This data is from Full USPTO retrosynthesis dataset with 1.9M reactions from patents (1976-2016). The task is: Predict the reactants needed to synthesize the given product. (1) The reactants are: FC1C2C3N=CC([C:32]4[N:36]([CH3:37])[N:35]=[N:34][C:33]=4[CH3:38])=CC=3N([C@@H](C3CCOCC3)C3C=CC=CC=3)C=2C(S(C)(=O)=O)=CC=1.Br[C:40]1[CH:52]=[N:51][C:50]2[C:49]3[C:48]([O:53][CH3:54])=[CH:47][CH:46]=[C:45]([S:55]([CH3:58])(=[O:57])=[O:56])[C:44]=3[N:43]([C@H:59]([C:66]3[CH:71]=[CH:70][C:69]([F:72])=[CH:68][CH:67]=3)[CH:60]3[CH2:65][CH2:64][O:63][CH2:62][CH2:61]3)[C:42]=2[CH:41]=1. Given the product [F:72][C:69]1[CH:68]=[CH:67][C:66]([C@H:59]([CH:60]2[CH2:65][CH2:64][O:63][CH2:62][CH2:61]2)[N:43]2[C:44]3[C:45]([S:55]([CH3:58])(=[O:56])=[O:57])=[CH:46][CH:47]=[C:48]([O:53][CH3:54])[C:49]=3[C:50]3[N:51]=[CH:52][C:40]([C:32]4[N:36]([CH3:37])[N:35]=[N:34][C:33]=4[CH3:38])=[CH:41][C:42]2=3)=[CH:71][CH:70]=1, predict the reactants needed to synthesize it. (2) The reactants are: [H-].[Na+].[Br:3][C:4]1[C:5]([CH2:19][CH3:20])=[C:6]([CH2:10]P(=O)(OCC)OCC)[CH:7]=[CH:8][CH:9]=1.O=[C:22]1[CH2:27][CH2:26][N:25]([C:28]([O:30][C:31]([CH3:34])([CH3:33])[CH3:32])=[O:29])[CH2:24][CH2:23]1.O. Given the product [Br:3][C:4]1[C:5]([CH2:19][CH3:20])=[C:6]([CH:10]=[C:22]2[CH2:27][CH2:26][N:25]([C:28]([O:30][C:31]([CH3:34])([CH3:33])[CH3:32])=[O:29])[CH2:24][CH2:23]2)[CH:7]=[CH:8][CH:9]=1, predict the reactants needed to synthesize it. (3) Given the product [F:8][C:6]1[CH:5]=[CH:4][C:3]([C:9]2[N:14]=[CH:13][N:12]=[C:11]([NH:15][C:16]3[CH:21]=[CH:20][CH:19]=[C:18]([CH2:22][S:23]([CH3:26])(=[O:25])=[O:24])[CH:17]=3)[N:10]=2)=[C:2]([O:34][C@@H:32]([C:31]2[CH:35]=[CH:36][C:28]([F:27])=[CH:29][CH:30]=2)[CH3:33])[CH:7]=1, predict the reactants needed to synthesize it. The reactants are: F[C:2]1[CH:7]=[C:6]([F:8])[CH:5]=[CH:4][C:3]=1[C:9]1[N:14]=[CH:13][N:12]=[C:11]([NH:15][C:16]2[CH:21]=[CH:20][CH:19]=[C:18]([CH2:22][S:23]([CH3:26])(=[O:25])=[O:24])[CH:17]=2)[N:10]=1.[F:27][C:28]1[CH:36]=[CH:35][C:31]([C@H:32]([OH:34])[CH3:33])=[CH:30][CH:29]=1. (4) Given the product [Br:1][C:2]1[CH:7]=[N:6][CH:5]=[C:4]([C:8]2([CH:11]=[CH2:14])[CH2:10][CH2:9]2)[CH:3]=1, predict the reactants needed to synthesize it. The reactants are: [Br:1][C:2]1[CH:3]=[C:4]([C:8]2([CH:11]=O)[CH2:10][CH2:9]2)[CH:5]=[N:6][CH:7]=1.O1CCC[CH2:14]1. (5) Given the product [C:37]([C:24]1[CH:25]=[N:26][C:27]2[C:32]([C:23]=1[C:14]1[CH:13]=[C:12]([CH:17]=[CH:16][CH:15]=1)[CH2:11][NH:10][C:9]([NH:8][C:3]1[CH:4]=[CH:5][CH:6]=[CH:7][C:2]=1[F:1])=[O:21])=[CH:31][CH:30]=[CH:29][C:28]=2[C:33]([F:36])([F:34])[F:35])(=[O:38])[C:39]1[CH:40]=[CH:41][CH:42]=[CH:43][CH:44]=1, predict the reactants needed to synthesize it. The reactants are: [F:1][C:2]1[CH:7]=[CH:6][CH:5]=[CH:4][C:3]=1[NH:8][C:9](=[O:21])[NH:10][CH2:11][C:12]1[CH:17]=[CH:16][C:15](B(O)O)=[CH:14][CH:13]=1.Cl[C:23]1[C:32]2[C:27](=[C:28]([C:33]([F:36])([F:35])[F:34])[CH:29]=[CH:30][CH:31]=2)[N:26]=[CH:25][C:24]=1[C:37]([C:39]1[CH:44]=[CH:43][CH:42]=[CH:41][CH:40]=1)=[O:38]. (6) Given the product [CH3:22][O:8][C:7](=[O:9])[C:6]1[CH:10]=[C:2]([Br:1])[C:3]([F:20])=[C:4]([F:19])[C:5]=1[NH:11][C:12]1[CH:17]=[CH:16][CH:15]=[CH:14][C:13]=1[Cl:18], predict the reactants needed to synthesize it. The reactants are: [Br:1][C:2]1[C:3]([F:20])=[C:4]([F:19])[C:5]([NH:11][C:12]2[CH:17]=[CH:16][CH:15]=[CH:14][C:13]=2[Cl:18])=[C:6]([CH:10]=1)[C:7]([OH:9])=[O:8].[Si](C=[N+]=[N-])(C)(C)[CH3:22].